From a dataset of Full USPTO retrosynthesis dataset with 1.9M reactions from patents (1976-2016). Predict the reactants needed to synthesize the given product. (1) Given the product [CH:1]([C:4]1[CH:5]=[CH:6][C:7](/[CH:10]=[CH:11]/[CH2:12][OH:13])=[CH:8][CH:9]=1)([CH3:3])[CH3:2], predict the reactants needed to synthesize it. The reactants are: [CH:1]([C:4]1[CH:9]=[CH:8][C:7](/[CH:10]=[CH:11]/[C:12](OCC)=[O:13])=[CH:6][CH:5]=1)([CH3:3])[CH3:2].[H-].[Al+3].[Li+].[H-].[H-].[H-].O. (2) Given the product [CH2:33]([O:35][C:36]([C:38]1([C:41]2[CH:46]=[CH:45][C:44]([C:2]3[CH:7]=[CH:6][C:5]([C:8]4[O:12][N:11]=[C:10]([CH3:13])[C:9]=4[C:14]([N:16]4[CH2:21][CH2:20][N:19]([S:22]([C:25]5[CH:30]=[CH:29][C:28]([Cl:31])=[C:27]([Cl:32])[CH:26]=5)(=[O:23])=[O:24])[CH2:18][CH2:17]4)=[O:15])=[CH:4][CH:3]=3)=[CH:43][CH:42]=2)[CH2:39][CH2:40]1)=[O:37])[CH3:34], predict the reactants needed to synthesize it. The reactants are: Br[C:2]1[CH:7]=[CH:6][C:5]([C:8]2[O:12][N:11]=[C:10]([CH3:13])[C:9]=2[C:14]([N:16]2[CH2:21][CH2:20][N:19]([S:22]([C:25]3[CH:30]=[CH:29][C:28]([Cl:31])=[C:27]([Cl:32])[CH:26]=3)(=[O:24])=[O:23])[CH2:18][CH2:17]2)=[O:15])=[CH:4][CH:3]=1.[CH2:33]([O:35][C:36]([C:38]1([C:41]2[CH:46]=[CH:45][C:44](B3OC(C)(C)C(C)(C)O3)=[CH:43][CH:42]=2)[CH2:40][CH2:39]1)=[O:37])[CH3:34]. (3) Given the product [F:35][C:29]1[CH:30]=[C:31]([F:34])[CH:32]=[CH:33][C:28]=1[S:25]([C:22]1[CH:21]=[CH:20][C:19]([C:16]2[C:15]3[C:10](=[CH:11][CH:12]=[C:13]([F:36])[CH:14]=3)[CH:9]=[C:8]([CH2:7][C:6]([OH:37])=[O:5])[C:17]=2[CH3:18])=[CH:24][CH:23]=1)(=[O:26])=[O:27], predict the reactants needed to synthesize it. The reactants are: O.[OH-].[Li+].C[O:5][C:6](=[O:37])[CH2:7][C:8]1[C:17]([CH3:18])=[C:16]([C:19]2[CH:24]=[CH:23][C:22]([S:25]([C:28]3[CH:33]=[CH:32][C:31]([F:34])=[CH:30][C:29]=3[F:35])(=[O:27])=[O:26])=[CH:21][CH:20]=2)[C:15]2[C:10](=[CH:11][CH:12]=[C:13]([F:36])[CH:14]=2)[CH:9]=1. (4) Given the product [CH2:32]([NH:31][C:29](=[O:30])[NH:28][C:25]1[CH:26]=[CH:27][C:22]([CH2:21][NH:20][C:18]([N:15]2[CH2:16][CH2:17][CH:12]([NH:11][C:10]3[CH:9]=[CH:8][C:7]([CH2:6][CH2:5][NH:4][CH2:68][C@H:66]([OH:67])[CH2:65][O:64][C:61]4[CH:62]=[CH:63][C:58]([OH:57])=[CH:59][CH:60]=4)=[CH:39][CH:38]=3)[CH2:13][CH2:14]2)=[O:19])=[CH:23][CH:24]=1)[CH2:33][CH2:34][CH2:35][CH2:36][CH3:37], predict the reactants needed to synthesize it. The reactants are: C(O)=O.[NH2:4][CH2:5][CH2:6][C:7]1[CH:39]=[CH:38][C:10]([NH:11][CH:12]2[CH2:17][CH2:16][N:15]([C:18]([NH:20][CH2:21][C:22]3[CH:27]=[CH:26][C:25]([NH:28][C:29]([NH:31][CH2:32][CH2:33][CH2:34][CH2:35][CH2:36][CH3:37])=[O:30])=[CH:24][CH:23]=3)=[O:19])[CH2:14][CH2:13]2)=[CH:9][CH:8]=1.C([Si]([O:57][C:58]1[CH:63]=[CH:62][C:61]([O:64][CH2:65][CH:66]2[CH2:68][O:67]2)=[CH:60][CH:59]=1)(C1C=CC=CC=1)C1C=CC=CC=1)(C)(C)C. (5) Given the product [NH2:32][C:30]1[CH:29]=[CH:28][C:3]([O:4][CH:5]2[CH2:10][CH2:9][N:8]([CH2:11][C:12]3[CH:13]=[CH:14][C:15]([C:18]([OH:27])([C:23]([F:26])([F:24])[F:25])[C:19]([F:20])([F:21])[F:22])=[CH:16][CH:17]=3)[CH2:7][CH2:6]2)=[C:2]([Br:1])[CH:31]=1, predict the reactants needed to synthesize it. The reactants are: [Br:1][C:2]1[CH:31]=[C:30]([N+:32]([O-])=O)[CH:29]=[CH:28][C:3]=1[O:4][CH:5]1[CH2:10][CH2:9][N:8]([CH2:11][C:12]2[CH:17]=[CH:16][C:15]([C:18]([OH:27])([C:23]([F:26])([F:25])[F:24])[C:19]([F:22])([F:21])[F:20])=[CH:14][CH:13]=2)[CH2:7][CH2:6]1.Cl. (6) Given the product [Br:38][C:4]1[CH:3]=[CH:2][CH:7]=[CH:6][C:5]=1[C:8]1[N:12]([CH2:13][CH:14]2[CH2:19][CH2:18][CH2:17][CH2:16][CH2:15]2)[C:11]2[CH:25]=[CH:26][CH:27]=[CH:28][C:10]=2[N:9]=1, predict the reactants needed to synthesize it. The reactants are: Cl[C:2]1[CH:7]=[CH:6][C:5]([C:8]2[N:12]([CH2:13][C:14]3[CH:19]=[CH:18][C:17](CCC(O)=O)=[CH:16][CH:15]=3)[C:11]3[CH:25]=[C:26](F)[C:27](F)=[CH:28][C:10]=3[N:9]=2)=[C:4](OCC2CCCC2)[CH:3]=1.[Br:38]C1C=CC=CC=1C1NC2C=CC=CC=2N=1.BrCC1CCCCC1. (7) The reactants are: Cl[C:2]1[N:7]=[C:6]([C:8]2[CH:13]=[CH:12][CH:11]=[CH:10][C:9]=2[F:14])[N:5]=[C:4]([NH:15][CH:16]2[CH2:19][CH2:18][CH2:17]2)[N:3]=1.[F:20][C:21]1[CH:22]=[C:23]([NH2:27])[CH:24]=[N:25][CH:26]=1.C(O[Na])(C)(C)C.O. Given the product [CH:16]1([NH:15][C:4]2[N:3]=[C:2]([NH:27][C:23]3[CH:24]=[N:25][CH:26]=[C:21]([F:20])[CH:22]=3)[N:7]=[C:6]([C:8]3[CH:13]=[CH:12][CH:11]=[CH:10][C:9]=3[F:14])[N:5]=2)[CH2:19][CH2:18][CH2:17]1, predict the reactants needed to synthesize it. (8) Given the product [CH:8]1([NH:7][C:5]([C:4]2[CH:3]=[C:2]([C:25]3[CH:26]=[CH:27][C:22]([C:21]([NH:20][CH2:19][CH:16]4[CH2:18][CH2:17]4)=[O:37])=[CH:23][CH:24]=3)[C:13]([CH3:14])=[C:12]([F:15])[CH:11]=2)=[O:6])[CH2:10][CH2:9]1, predict the reactants needed to synthesize it. The reactants are: Br[C:2]1[CH:3]=[C:4]([CH:11]=[C:12]([F:15])[C:13]=1[CH3:14])[C:5]([NH:7][CH:8]1[CH2:10][CH2:9]1)=[O:6].[CH:16]1([CH2:19][NH:20][C:21](=[O:37])[C:22]2[CH:27]=[CH:26][C:25](B3OC(C)(C)C(C)(C)O3)=[CH:24][CH:23]=2)[CH2:18][CH2:17]1.C(=O)([O-])[O-].[Na+].[Na+].